Dataset: Forward reaction prediction with 1.9M reactions from USPTO patents (1976-2016). Task: Predict the product of the given reaction. (1) The product is: [O:15]([C:22]1[CH:23]=[C:24]([CH:25]=[CH:26][CH:27]=1)[CH2:28][NH:29][C:12]([C:10]1[S:11][C:7]([C:4]2[CH:3]=[CH:2][N:1]=[CH:6][CH:5]=2)=[CH:8][CH:9]=1)=[O:14])[C:16]1[CH:17]=[CH:18][CH:19]=[CH:20][CH:21]=1. Given the reactants [N:1]1[CH:6]=[CH:5][C:4]([C:7]2[S:11][C:10]([C:12]([OH:14])=O)=[CH:9][CH:8]=2)=[CH:3][CH:2]=1.[O:15]([C:22]1[CH:23]=[C:24]([CH2:28][NH2:29])[CH:25]=[CH:26][CH:27]=1)[C:16]1[CH:21]=[CH:20][CH:19]=[CH:18][CH:17]=1, predict the reaction product. (2) The product is: [Cl:7][C:8]1[N:9]=[C:10]([NH:1][C:2]2[S:3][CH:4]=[CH:5][N:6]=2)[CH:11]=[CH:12][CH:13]=1. Given the reactants [NH2:1][C:2]1[S:3][CH:4]=[CH:5][N:6]=1.[Cl:7][C:8]1[CH:13]=[CH:12][CH:11]=[C:10](Cl)[N:9]=1.C(=O)([O-])[O-].[Cs+].[Cs+].C1(C)C=CC=CC=1, predict the reaction product.